Dataset: Peptide-MHC class II binding affinity with 134,281 pairs from IEDB. Task: Regression. Given a peptide amino acid sequence and an MHC pseudo amino acid sequence, predict their binding affinity value. This is MHC class II binding data. The peptide sequence is LSPILFECLIHPMLG. The MHC is HLA-DQA10401-DQB10402 with pseudo-sequence HLA-DQA10401-DQB10402. The binding affinity (normalized) is 0.373.